Predict which catalyst facilitates the given reaction. From a dataset of Catalyst prediction with 721,799 reactions and 888 catalyst types from USPTO. (1) Product: [CH2:16]([N:23]1[CH2:1][CH:3]2[CH:4]([CH2:5][CH2:6][CH2:7][CH2:8]2)[CH:9]1[CH2:10][C:11]([O:13][CH2:14][CH3:15])=[O:12])[C:17]1[CH:22]=[CH:21][CH:20]=[CH:19][CH:18]=1. Reactant: [CH:1]([CH:3]1[CH2:8][CH2:7][CH2:6][CH2:5][CH:4]1/[CH:9]=[CH:10]/[C:11]([O:13][CH2:14][CH3:15])=[O:12])=O.[CH2:16]([NH2:23])[C:17]1[CH:22]=[CH:21][CH:20]=[CH:19][CH:18]=1. The catalyst class is: 2. (2) Reactant: Cl.[CH3:2][O:3][C:4]([C@H:6]1[CH2:11][CH2:10][C@H:9]([NH2:12])[CH2:8][CH2:7]1)=[O:5].C(N(CC)CC)C.[Cl:20][C:21]1[CH:29]=[CH:28][C:27]([C:30]([F:33])([F:32])[F:31])=[CH:26][C:22]=1[C:23](Cl)=[O:24]. Product: [CH3:2][O:3][C:4]([C@H:6]1[CH2:11][CH2:10][C@H:9]([NH:12][C:23](=[O:24])[C:22]2[CH:26]=[C:27]([C:30]([F:31])([F:32])[F:33])[CH:28]=[CH:29][C:21]=2[Cl:20])[CH2:8][CH2:7]1)=[O:5]. The catalyst class is: 299.